Dataset: Peptide-MHC class I binding affinity with 185,985 pairs from IEDB/IMGT. Task: Regression. Given a peptide amino acid sequence and an MHC pseudo amino acid sequence, predict their binding affinity value. This is MHC class I binding data. (1) The peptide sequence is ILLKALYML. The MHC is HLA-A30:01 with pseudo-sequence HLA-A30:01. The binding affinity (normalized) is 0.0847. (2) The binding affinity (normalized) is 0.0590. The MHC is HLA-B18:01 with pseudo-sequence HLA-B18:01. The peptide sequence is SDRVVFVLWA. (3) The peptide sequence is MPAMVPPYA. The MHC is HLA-A80:01 with pseudo-sequence HLA-A80:01. The binding affinity (normalized) is 0.0847. (4) The peptide sequence is YVDRFYKTL. The MHC is HLA-B40:01 with pseudo-sequence HLA-B40:01. The binding affinity (normalized) is 0. (5) The peptide sequence is FLTDYIPGA. The MHC is HLA-A02:01 with pseudo-sequence HLA-A02:01. The binding affinity (normalized) is 1.00. (6) The MHC is HLA-B27:05 with pseudo-sequence HLA-B27:05. The binding affinity (normalized) is 0.213. The peptide sequence is LYEASTTYL. (7) The peptide sequence is GQRCHFIKK. The MHC is HLA-A03:01 with pseudo-sequence HLA-A03:01. The binding affinity (normalized) is 0.717. (8) The MHC is HLA-A68:23 with pseudo-sequence HLA-A68:23. The peptide sequence is HEWKIPLLI. The binding affinity (normalized) is 0.480. (9) The peptide sequence is MEKLKALVA. The MHC is HLA-B18:01 with pseudo-sequence HLA-B18:01. The binding affinity (normalized) is 0.204.